Dataset: Retrosynthesis with 50K atom-mapped reactions and 10 reaction types from USPTO. Task: Predict the reactants needed to synthesize the given product. Given the product CC(C)Cn1c(-c2c(F)cccc2F)c(Cl)nc(-c2ccccn2)c1=O, predict the reactants needed to synthesize it. The reactants are: CC(C)Cn1c(-c2c(F)cccc2F)c(Cl)nc(Cl)c1=O.CCCC[Sn](CCCC)(CCCC)c1ccccn1.